This data is from Forward reaction prediction with 1.9M reactions from USPTO patents (1976-2016). The task is: Predict the product of the given reaction. (1) Given the reactants [Cl:1][C:2]1[CH:7]=[CH:6][CH:5]=[C:4]([Cl:8])[C:3]=1[N:9]=[C:10]=S.[F:12][C:13]1[C:18]([F:19])=[CH:17][C:16]([NH2:20])=[C:15]([NH2:21])[CH:14]=1, predict the reaction product. The product is: [ClH:1].[Cl:1][C:2]1[CH:7]=[CH:6][CH:5]=[C:4]([Cl:8])[C:3]=1[NH:9][C:10]1[NH:20][C:16]2[CH:17]=[C:18]([F:19])[C:13]([F:12])=[CH:14][C:15]=2[N:21]=1. (2) Given the reactants Cl[C:2]1[C:11]2[C:6](=[CH:7][C:8]([O:12][CH3:13])=[CH:9][CH:10]=2)[C:5]([C:14]2[CH:19]=[CH:18][CH:17]=[CH:16][CH:15]=2)=[C:4]([CH3:20])[N:3]=1.[C:21]1([S:27]([OH:29])=[O:28])[CH:26]=[CH:25][CH:24]=[CH:23][CH:22]=1.[Na].O, predict the reaction product. The product is: [CH3:13][O:12][C:8]1[CH:7]=[C:6]2[C:11](=[CH:10][CH:9]=1)[C:2]([S:27]([C:21]1[CH:26]=[CH:25][CH:24]=[CH:23][CH:22]=1)(=[O:29])=[O:28])=[N:3][C:4]([CH3:20])=[C:5]2[C:14]1[CH:19]=[CH:18][CH:17]=[CH:16][CH:15]=1. (3) Given the reactants [CH3:1][C:2]1[N:22]([CH3:23])[C:5]2[CH:6]=[CH:7][C:8]3[C@@H:9]([OH:21])[C@H:10]([OH:20])[C@@H:11]([C:14]4[CH:19]=[CH:18][CH:17]=[CH:16][CH:15]=4)[NH:12][C:13]=3[C:4]=2[N:3]=1.S(=O)(=O)(O)O.C(=O)([O-])O.[Na+].[CH2:34](O)[CH3:35], predict the reaction product. The product is: [CH3:1][C:2]1[N:22]([CH3:23])[C:5]2[CH:6]=[CH:7][C:8]3[C@H:9]([O:21][CH2:34][CH3:35])[C@H:10]([OH:20])[C@@H:11]([C:14]4[CH:19]=[CH:18][CH:17]=[CH:16][CH:15]=4)[NH:12][C:13]=3[C:4]=2[N:3]=1.